Dataset: Peptide-MHC class II binding affinity with 134,281 pairs from IEDB. Task: Regression. Given a peptide amino acid sequence and an MHC pseudo amino acid sequence, predict their binding affinity value. This is MHC class II binding data. (1) The peptide sequence is IQEPTAAAIAYGLDR. The MHC is HLA-DQA10102-DQB10602 with pseudo-sequence HLA-DQA10102-DQB10602. The binding affinity (normalized) is 0.837. (2) The peptide sequence is GSGGVWREMHHLVEF. The MHC is DRB1_0701 with pseudo-sequence DRB1_0701. The binding affinity (normalized) is 0.473. (3) The peptide sequence is DVKFPGGGQWVGGVY. The MHC is HLA-DQA10501-DQB10301 with pseudo-sequence HLA-DQA10501-DQB10301. The binding affinity (normalized) is 0.497. (4) The peptide sequence is IGRIAETILGYNPSA. The MHC is HLA-DPA10201-DPB11401 with pseudo-sequence HLA-DPA10201-DPB11401. The binding affinity (normalized) is 0.246. (5) The peptide sequence is ALKFKISKTGEQVDL. The MHC is DRB1_0101 with pseudo-sequence DRB1_0101. The binding affinity (normalized) is 0.340.